This data is from Reaction yield outcomes from USPTO patents with 853,638 reactions. The task is: Predict the reaction yield, written as a fraction of the theoretical maximum amount of product (1.0 means a 100% yield; for example, 0.34 means a 34% yield). The reactants are [O:1]=[C:2]1[NH:7][C:6]2[N:8]=[CH:9][CH:10]=[CH:11][C:5]=2[CH2:4][N:3]1[CH:12]1[CH2:17][CH2:16][N:15](C(OC(C)(C)C)=O)[CH2:14][CH2:13]1.[ClH:25]. The catalyst is O1CCOCC1. The product is [ClH:25].[ClH:25].[NH:15]1[CH2:14][CH2:13][CH:12]([N:3]2[CH2:4][C:5]3[CH:11]=[CH:10][CH:9]=[N:8][C:6]=3[NH:7][C:2]2=[O:1])[CH2:17][CH2:16]1. The yield is 0.620.